Dataset: CYP2C19 inhibition data for predicting drug metabolism from PubChem BioAssay. Task: Regression/Classification. Given a drug SMILES string, predict its absorption, distribution, metabolism, or excretion properties. Task type varies by dataset: regression for continuous measurements (e.g., permeability, clearance, half-life) or binary classification for categorical outcomes (e.g., BBB penetration, CYP inhibition). Dataset: cyp2c19_veith. (1) The drug is CCOc1cc(CNCCc2ccc(S(N)(=O)=O)cc2)cc(Cl)c1OCc1ccccc1.Cl. The result is 1 (inhibitor). (2) The drug is NC(=S)N/N=C\c1c[nH]c2ccccc12. The result is 0 (non-inhibitor). (3) The drug is CCCCn1nnnc1SCC(=O)c1cc(Cl)ccc1OC. The result is 1 (inhibitor). (4) The compound is CC(C)(C)NC(=O)Cn1cnc([N+](=O)[O-])n1. The result is 0 (non-inhibitor).